This data is from Catalyst prediction with 721,799 reactions and 888 catalyst types from USPTO. The task is: Predict which catalyst facilitates the given reaction. (1) Reactant: Cl[C:2]1[S:3][C:4]([S:8]([NH2:11])(=[O:10])=[O:9])=[C:5]([CH3:7])[N:6]=1.[CH3:12][NH2:13]. Product: [CH3:7][C:5]1[N:6]=[C:2]([NH:13][CH3:12])[S:3][C:4]=1[S:8]([NH2:11])(=[O:10])=[O:9]. The catalyst class is: 10. (2) Reactant: [OH:1][C:2]1[CH:7]=[CH:6][CH:5]=[CH:4][C:3]=1[C:8]1[N:13]=[C:12]([N:14]2[C:18]([C:19]([F:22])([F:21])[F:20])=[C:17]([C:23]([O:25][CH2:26][CH3:27])=[O:24])[CH:16]=[N:15]2)[CH:11]=[CH:10][CH:9]=1.I([Cl:31])(=O)=O.I(Cl)(=O)=O.I(Cl)(=O)=O.I(Cl)(=O)=O.C([N+](C)(C)C)C1C=CC=CC=1. The catalyst class is: 2. Product: [Cl:31][C:5]1[CH:6]=[CH:7][C:2]([OH:1])=[C:3]([C:8]2[N:13]=[C:12]([N:14]3[C:18]([C:19]([F:22])([F:21])[F:20])=[C:17]([C:23]([O:25][CH2:26][CH3:27])=[O:24])[CH:16]=[N:15]3)[CH:11]=[CH:10][CH:9]=2)[CH:4]=1. (3) Reactant: [C:1]([O:5][C:6](=[O:9])[CH2:7]Br)([CH3:4])(C)C.[C:10]12(O)[CH2:19][CH:14]3[CH2:15][CH:16]([CH2:18][CH:12]([CH2:13]3)[CH2:11]1)[CH2:17]2.[OH2:21].[C:22]1([CH3:28])C=CC=CC=1. The catalyst class is: 500. Product: [CH2:1]([O:5][C:6](=[O:9])[CH:7]([C:10]12[CH2:19][CH:14]3[CH2:15][CH:16]([CH2:18][CH:12]([CH2:13]3)[CH2:11]1)[CH2:17]2)[OH:21])[CH2:4][CH2:22][CH3:28]. (4) Reactant: [C:1]([C:4]1[CH:9]=[CH:8][CH:7]=[C:6]([C:10](=O)[CH3:11])[N:5]=1)(=[O:3])[CH3:2].[Cl:13][C:14]1[CH:20]=[C:19]([CH3:21])[CH:18]=[C:17]([CH3:22])[C:15]=1[NH2:16].C1(C)C=CC(S(O)(=O)=O)=CC=1.O. Product: [Cl:13][C:14]1[CH:20]=[C:19]([CH3:21])[CH:18]=[C:17]([CH3:22])[C:15]=1[N:16]=[C:10]([C:6]1[N:5]=[C:4]([C:1](=[O:3])[CH3:2])[CH:9]=[CH:8][CH:7]=1)[CH3:11]. The catalyst class is: 5. (5) Reactant: C[O:2][C:3](=[O:22])[CH:4]([N:11]1[N:20]=[CH:19][C:18]2[C:13](=[CH:14][CH:15]=[CH:16][CH:17]=2)[C:12]1=[O:21])[CH2:5][CH:6]1[CH2:10][CH2:9][CH2:8][CH2:7]1.[OH-].[Na+]. Product: [CH:6]1([CH2:5][CH:4]([N:11]2[N:20]=[CH:19][C:18]3[C:13](=[CH:14][CH:15]=[CH:16][CH:17]=3)[C:12]2=[O:21])[C:3]([OH:22])=[O:2])[CH2:10][CH2:9][CH2:8][CH2:7]1. The catalyst class is: 5. (6) The catalyst class is: 3. Reactant: C([O:4][C:5]1[CH:6]=[CH:7][C:8]([N:16]2[C:20]([CH3:21])=[N:19][N:18]=[N:17]2)=[C:9]([CH:15]=1)[C:10]([O:12][CH2:13][CH3:14])=[O:11])(=O)C.[O-]CC.[K+].O.[Cl-].[NH4+]. Product: [OH:4][C:5]1[CH:6]=[CH:7][C:8]([N:16]2[C:20]([CH3:21])=[N:19][N:18]=[N:17]2)=[C:9]([CH:15]=1)[C:10]([O:12][CH2:13][CH3:14])=[O:11]. (7) Reactant: [C:1]([N:9]1[CH2:14][CH2:13][N:12]([S:15]([C:18]2[S:22][C:21]([C:23]([OH:25])=O)=[CH:20][CH:19]=2)(=[O:17])=[O:16])[CH:11]([CH3:26])[CH2:10]1)(=[O:8])[C:2]1[CH:7]=[CH:6][CH:5]=[CH:4][CH:3]=1.[C:27](=[N:30]O)([NH2:29])[CH3:28].CN([P+](ON1N=NC2C1=CC=CC=2)(N(C)C)N(C)C)C.F[P-](F)(F)(F)(F)F.CCN(C(C)C)C(C)C. Product: [CH3:26][CH:11]1[N:12]([S:15]([C:18]2[S:22][C:21]([C:23]3[O:25][N:30]=[C:27]([CH3:28])[N:29]=3)=[CH:20][CH:19]=2)(=[O:17])=[O:16])[CH2:13][CH2:14][N:9]([C:1]([C:2]2[CH:7]=[CH:6][CH:5]=[CH:4][CH:3]=2)=[O:8])[CH2:10]1. The catalyst class is: 2.